Dataset: Full USPTO retrosynthesis dataset with 1.9M reactions from patents (1976-2016). Task: Predict the reactants needed to synthesize the given product. (1) The reactants are: [CH3:1][O:2][C:3]1[CH:4]=[C:5]([C:9]2[N:10]=[CH:11][N:12]([C:14]([O-:16])=[O:15])[CH:13]=2)[CH:6]=[CH:7][CH:8]=1.CNC1CCN([C:25]2[CH:30]=[CH:29][CH:28]=[CH:27][CH:26]=2)CC1. Given the product [CH3:1][O:2][C:3]1[CH:4]=[C:5]([C:9]2[N:10]=[CH:11][N:12]([C:14]([O:16][C:25]3[CH:30]=[CH:29][CH:28]=[CH:27][CH:26]=3)=[O:15])[CH:13]=2)[CH:6]=[CH:7][CH:8]=1, predict the reactants needed to synthesize it. (2) The reactants are: [F:1][C:2]([F:7])([F:6])[C:3]([OH:5])=[O:4].[CH:8]1([N:11]2[C:15]3[C:16]([O:34][C@@H:35]([C@H:37]4[CH2:41][NH:40][C:39](=[O:42])[CH2:38]4)[CH3:36])=[N:17][C:18]([C:20]4[CH:25]=[CH:24][C:23]([N:26]5[CH2:31][CH2:30][NH:29][CH2:28][CH2:27]5)=[C:22]([O:32][CH3:33])[CH:21]=4)=[CH:19][C:14]=3[N:13]=[CH:12]2)[CH2:10][CH2:9]1.C(N(CC)CC)C.C(OC(=O)C)(=O)C. Given the product [C:3]([N:29]1[CH2:30][CH2:31][N:26]([C:23]2[CH:24]=[CH:25][C:20]([C:18]3[N:17]=[C:16]([O:34][C@@H:35]([C@H:37]4[CH2:41][NH:40][C:39](=[O:42])[CH2:38]4)[CH3:36])[C:15]4[N:11]([CH:8]5[CH2:10][CH2:9]5)[CH:12]=[N:13][C:14]=4[CH:19]=3)=[CH:21][C:22]=2[O:32][CH3:33])[CH2:27][CH2:28]1)(=[O:4])[CH3:2].[F:1][C:2]([F:7])([F:6])[C:3]([OH:5])=[O:4], predict the reactants needed to synthesize it. (3) Given the product [CH3:25][N:2]([CH2:3][CH2:4][CH2:5][C@@:6]1([C:8]2[CH:9]=[CH:10][C:11]([F:14])=[CH:12][CH:13]=2)[O:7][CH2:23][C:16]2[CH:17]=[C:18]([C:19]#[N:20])[CH:21]=[CH:22][C:15]1=2)[CH3:1].[C:46]([OH:48])([C:45]([OH:50])=[O:49])=[O:47].[CH3:1][N:2]([CH3:25])[CH2:3][CH2:4][CH2:5][C@:6]1([C:8]2[CH:13]=[CH:12][C:11]([F:14])=[CH:10][CH:9]=2)[C:15]2[C:16](=[CH:17][C:18]([C:19]#[N:20])=[CH:21][CH:22]=2)[CH2:23][O:7]1, predict the reactants needed to synthesize it. The reactants are: [CH3:1][N:2]([CH3:25])[CH2:3][CH2:4][CH2:5][C@@:6]([C:15]1[CH:22]=[CH:21][C:18]([C:19]#[N:20])=[CH:17][C:16]=1[CH2:23]O)([C:8]1[CH:13]=[CH:12][C:11]([F:14])=[CH:10][CH:9]=1)[OH:7].C([O-])([O-])=O.[K+].[K+].ClC1C=CC(Cl)=CC=1[N+]([O-])=O.O.O.[C:45]([OH:50])(=[O:49])[C:46]([OH:48])=[O:47]. (4) Given the product [NH2:13][OH:12].[C:1]([O:4][CH2:5][CH3:6])(=[O:3])[CH:2]=[CH2:7], predict the reactants needed to synthesize it. The reactants are: [C:1]([O:4][CH2:5][CH3:6])(=[O:3])[CH3:2].[CH2:7](C1OC1)Cl.[OH2:12].[NH2:13]O. (5) Given the product [CH3:1][C:2]1[N:7]=[C:6]2[CH:8]=[CH:9][NH:10][C:5]2=[CH:4][CH:3]=1, predict the reactants needed to synthesize it. The reactants are: [CH3:1][C:2]1[N:7]=[C:6]2[CH:8]=[CH:9][N:10](S(C3C=CC=CC=3)(=O)=O)[C:5]2=[CH:4][CH:3]=1.[OH-].[Na+]. (6) Given the product [F:26][C:21]([F:27])([C:22]([F:25])([F:24])[F:23])[C:20]([F:29])([F:28])[S:11][C:8]1[CH:9]=[CH:10][C:5]([NH2:4])=[CH:6][CH:7]=1, predict the reactants needed to synthesize it. The reactants are: C(#N)C.[NH2:4][C:5]1[CH:10]=[CH:9][C:8]([SH:11])=[CH:7][CH:6]=1.C(N(CC)CC)C.I[C:20]([F:29])([F:28])[C:21]([F:27])([F:26])[C:22]([F:25])([F:24])[F:23].